From a dataset of Full USPTO retrosynthesis dataset with 1.9M reactions from patents (1976-2016). Predict the reactants needed to synthesize the given product. (1) The reactants are: Cl.[CH3:2][C:3]1[C:7]([CH2:8][N:9]2[CH:13]=[C:12]([NH2:14])[CH:11]=[N:10]2)=[C:6]([CH3:15])[O:5][N:4]=1.[OH:16][C:17]1[CH:18]=[C:19]([CH:23]=[C:24]([O:27][CH3:28])[C:25]=1[OH:26])[C:20](O)=[O:21].C1C=CC2N(O)N=NC=2C=1.C(Cl)CCl. Given the product [CH3:2][C:3]1[C:7]([CH2:8][N:9]2[CH:13]=[C:12]([NH:14][C:20](=[O:21])[C:19]3[CH:23]=[C:24]([O:27][CH3:28])[C:25]([OH:26])=[C:17]([OH:16])[CH:18]=3)[CH:11]=[N:10]2)=[C:6]([CH3:15])[O:5][N:4]=1, predict the reactants needed to synthesize it. (2) Given the product [CH3:45][S:46]([O-:49])(=[O:48])=[O:47].[CH2:1]([NH+:8]([CH2:27][C:28]1[CH:33]=[CH:32][C:31]([NH:34][C:35]([NH:37][C:38]2[CH:43]=[CH:42][C:41]([CH3:44])=[CH:40][CH:39]=2)=[O:36])=[CH:30][CH:29]=1)[CH2:9][C:10]1[CH:11]=[CH:12][C:13]([NH:16][C:17]([NH:19][C:20]2[CH:25]=[CH:24][C:23]([CH3:26])=[CH:22][CH:21]=2)=[O:18])=[CH:14][CH:15]=1)[C:2]1[CH:3]=[CH:4][CH:5]=[CH:6][CH:7]=1, predict the reactants needed to synthesize it. The reactants are: [CH2:1]([N:8]([CH2:27][C:28]1[CH:33]=[CH:32][C:31]([NH:34][C:35]([NH:37][C:38]2[CH:43]=[CH:42][C:41]([CH3:44])=[CH:40][CH:39]=2)=[O:36])=[CH:30][CH:29]=1)[CH2:9][C:10]1[CH:15]=[CH:14][C:13]([NH:16][C:17]([NH:19][C:20]2[CH:25]=[CH:24][C:23]([CH3:26])=[CH:22][CH:21]=2)=[O:18])=[CH:12][CH:11]=1)[C:2]1[CH:7]=[CH:6][CH:5]=[CH:4][CH:3]=1.[CH3:45][S:46]([OH:49])(=[O:48])=[O:47].